From a dataset of Full USPTO retrosynthesis dataset with 1.9M reactions from patents (1976-2016). Predict the reactants needed to synthesize the given product. (1) Given the product [C:44]([O:43][C:41](=[O:42])[CH2:40][O:39][C:26]1[CH:25]=[C:24]([C:22](=[O:23])[CH2:21][NH:20][C:16](=[O:18])/[CH:15]=[CH:14]/[CH:11]2[CH2:10][CH2:9][N:8]([C:6]([O:5][C:1]([CH3:2])([CH3:3])[CH3:4])=[O:7])[CH2:13][CH2:12]2)[CH:29]=[CH:28][C:27]=1[O:30][CH2:31][C:32](=[O:33])[O:34][C:35]([CH3:36])([CH3:37])[CH3:38])([CH3:45])([CH3:46])[CH3:47], predict the reactants needed to synthesize it. The reactants are: [C:1]([O:5][C:6]([N:8]1[CH2:13][CH2:12][CH:11](/[CH:14]=[CH:15]/[C:16]([OH:18])=O)[CH2:10][CH2:9]1)=[O:7])([CH3:4])([CH3:3])[CH3:2].Cl.[NH2:20][CH2:21][C:22]([C:24]1[CH:29]=[CH:28][C:27]([O:30][CH2:31][C:32]([O:34][C:35]([CH3:38])([CH3:37])[CH3:36])=[O:33])=[C:26]([O:39][CH2:40][C:41]([O:43][C:44]([CH3:47])([CH3:46])[CH3:45])=[O:42])[CH:25]=1)=[O:23].F[P-](F)(F)(F)(F)F.C(N(CC)C(C)C)(C)C. (2) The reactants are: [NH2:1][C:2]1[CH:11]=[CH:10][C:5]2[NH:6][C:7](=[O:9])[O:8][C:4]=2[CH:3]=1.Cl[CH2:13][C:14]([N:16]1[CH2:21][CH2:20][CH:19]([O:22][C:23]2[CH:28]=[CH:27][C:26]([Cl:29])=[CH:25][CH:24]=2)[CH2:18][CH2:17]1)=[O:15]. Given the product [Cl:29][C:26]1[CH:25]=[CH:24][C:23]([O:22][CH:19]2[CH2:18][CH2:17][N:16]([C:14](=[O:15])[CH2:13][NH:1][C:2]3[CH:11]=[CH:10][C:5]4[NH:6][C:7](=[O:9])[O:8][C:4]=4[CH:3]=3)[CH2:21][CH2:20]2)=[CH:28][CH:27]=1, predict the reactants needed to synthesize it. (3) The reactants are: C1(P(C2C=CC=CC=2)C2C=CC=CC=2)C=CC=CC=1.CCOC(/N=N/C(OCC)=O)=O.[Cl:32][C:33]1[C:38]([F:39])=[CH:37][CH:36]=[C:35]([Cl:40])[C:34]=1[CH:41]([OH:43])[CH3:42].O[C:45]1[C:46]([N+:51]([O-:53])=[O:52])=[N:47][CH:48]=[CH:49][CH:50]=1. Given the product [Cl:32][C:33]1[C:38]([F:39])=[CH:37][CH:36]=[C:35]([Cl:40])[C:34]=1[CH:41]([O:43][C:45]1[C:46]([N+:51]([O-:53])=[O:52])=[N:47][CH:48]=[CH:49][CH:50]=1)[CH3:42], predict the reactants needed to synthesize it. (4) Given the product [Br:12][C:13]1[CH:18]=[CH:17][C:16]([NH:19]/[N:20]=[C:8](\[C:3]2[CH:4]=[CH:5][CH:6]=[CH:7][C:2]=2[CH3:1])/[CH3:9])=[CH:15][CH:14]=1, predict the reactants needed to synthesize it. The reactants are: [CH3:1][C:2]1[CH:7]=[CH:6][CH:5]=[CH:4][C:3]=1[C:8](=O)[CH3:9].Cl.[Br:12][C:13]1[CH:18]=[CH:17][C:16]([NH:19][NH2:20])=[CH:15][CH:14]=1.CC([O-])=O.[K+]. (5) Given the product [C:3]([O:7][C:8]([NH:10][C@@:11]1([C:25]([OH:27])=[O:26])[CH2:16][C:15](=[O:17])[C@@H:14]2[C@@H:12]1[C@H:13]2[C:18]([OH:20])=[O:19])=[O:9])([CH3:6])([CH3:4])[CH3:5], predict the reactants needed to synthesize it. The reactants are: [OH-].[Na+].[C:3]([O:7][C:8]([NH:10][C@@:11]1([C:25]([O:27]C(C)(C)C)=[O:26])[CH2:16][C:15](=[O:17])[C@@H:14]2[C@H:12]1[C@H:13]2[C:18]([O:20]C(C)(C)C)=[O:19])=[O:9])([CH3:6])([CH3:5])[CH3:4]. (6) Given the product [OH:12][CH:8]([C:4]1[CH:5]=[CH:6][CH:7]=[C:2]([NH:1][CH2:20][CH2:19][C:13]2[CH:18]=[CH:17][CH:16]=[CH:15][CH:14]=2)[CH:3]=1)[CH2:9][C:10]#[N:11], predict the reactants needed to synthesize it. The reactants are: [NH2:1][C:2]1[CH:3]=[C:4]([CH:8]([OH:12])[CH2:9][C:10]#[N:11])[CH:5]=[CH:6][CH:7]=1.[C:13]1([CH2:19][CH:20]=O)[CH:18]=[CH:17][CH:16]=[CH:15][CH:14]=1.[BH4-].[Na+]. (7) The reactants are: Cl[C:2]1[CH:7]=C(Cl)C=C[C:3]=1C1N=C(CC)C(N[C@@H]2C3C(=CC=CC=3)C[C@@H]2OCC)=NC=1CC.[Cl:32][C:33]1[CH:38]=[C:37]([O:39][CH3:40])[CH:36]=[CH:35][C:34]=1[C:41]1[N:42]=[C:43]([CH2:56][CH3:57])[C:44]([NH:49][C@H:50]2[CH2:54][O:53][CH2:52][C@H:51]2[OH:55])=[N:45][C:46]=1[CH2:47][CH3:48].ICCC. Given the product [Cl:32][C:33]1[CH:38]=[C:37]([O:39][CH3:40])[CH:36]=[CH:35][C:34]=1[C:41]1[N:42]=[C:43]([CH2:56][CH3:57])[C:44]([NH:49][C@H:50]2[C@@H:51]([O:55][CH2:3][CH2:2][CH3:7])[CH2:52][O:53][CH2:54]2)=[N:45][C:46]=1[CH2:47][CH3:48], predict the reactants needed to synthesize it.